From a dataset of hERG Central: cardiac toxicity at 1µM, 10µM, and general inhibition. Predict hERG channel inhibition at various concentrations. The compound is CS(=O)(=O)O.CSc1ccc2c(c1)C(N1CCN(C)CC1)Cc1ccccc1S2. Results: hERG_inhib (hERG inhibition (general)): blocker.